This data is from Catalyst prediction with 721,799 reactions and 888 catalyst types from USPTO. The task is: Predict which catalyst facilitates the given reaction. Reactant: [Br:1][C:2]1[CH:7]=[CH:6][C:5]([CH:8]([CH3:13])[C:9]([O:11][CH3:12])=[O:10])=[CH:4][CH:3]=1.[Li+].[CH3:15][Si]([N-][Si](C)(C)C)(C)C.IC.CC([O-])(C)C.[K+].[Cl-].[NH4+]. Product: [Br:1][C:2]1[CH:3]=[CH:4][C:5]([C:8]([CH3:15])([CH3:13])[C:9]([O:11][CH3:12])=[O:10])=[CH:6][CH:7]=1. The catalyst class is: 54.